Dataset: Experimentally validated miRNA-target interactions with 360,000+ pairs, plus equal number of negative samples. Task: Binary Classification. Given a miRNA mature sequence and a target amino acid sequence, predict their likelihood of interaction. Result: 0 (no interaction). The miRNA is hsa-miR-657 with sequence GGCAGGUUCUCACCCUCUCUAGG. The protein sequence of the target gene is MSAGGDFGNPLRKFKLVFLGEQSVGKTSLITRFMYDSFDNTYQATIGIDFLSKTMYLEDRTVRLQLWDTAGQERFRSLIPSYIRDSTVAVVVYDITNVNSFQQTTKWIDDVRTERGSDVIIMLVGNKTDLADKRQVSIEEGERKAKELNVMFIETSAKAGYNVKQLFRRVAAALPGMESTQDRSREDMIDIKLEKPQEQPVNEGGCSC.